From a dataset of Forward reaction prediction with 1.9M reactions from USPTO patents (1976-2016). Predict the product of the given reaction. The product is: [CH2:1]([Sn:5]([CH2:10][CH2:11][CH2:12][CH3:13])([CH2:6][CH2:7][CH2:8][CH3:9])[CH:15]1[CH2:17][CH2:16]1)[CH2:2][CH2:3][CH3:4]. Given the reactants [CH2:1]([Sn:5](Cl)([CH2:10][CH2:11][CH2:12][CH3:13])[CH2:6][CH2:7][CH2:8][CH3:9])[CH2:2][CH2:3][CH3:4].[CH:15]1([Mg]Br)[CH2:17][CH2:16]1, predict the reaction product.